This data is from Catalyst prediction with 721,799 reactions and 888 catalyst types from USPTO. The task is: Predict which catalyst facilitates the given reaction. (1) Reactant: [Br:1][C:2]1[CH:10]=[CH:9][C:5]([C:6]([OH:8])=O)=[CH:4][C:3]=1[O:11][CH2:12][C:13]([F:16])([F:15])[F:14].C(=O)([O-])[O-].[K+].[K+].Cl.[F:24][CH:25]1[CH2:28][NH:27][CH2:26]1.CN(C(ON1N=NC2C=CC=NC1=2)=[N+](C)C)C.F[P-](F)(F)(F)(F)F. Product: [Br:1][C:2]1[CH:10]=[CH:9][C:5]([C:6]([N:27]2[CH2:28][CH:25]([F:24])[CH2:26]2)=[O:8])=[CH:4][C:3]=1[O:11][CH2:12][C:13]([F:16])([F:15])[F:14]. The catalyst class is: 18. (2) Reactant: [CH3:1][C:2]1[C:10]2[NH:9][N:8]=[CH:7][C:6]=2[C:5]([NH2:11])=[CH:4][CH:3]=1.C(N(CC)CC)C.[Cl:19][C:20]([Cl:25])([Cl:24])[C:21](Cl)=[O:22]. Product: [Cl:19][C:20]([Cl:25])([Cl:24])[C:21]([NH:11][C:5]1[CH:4]=[CH:3][C:2]([CH3:1])=[C:10]2[C:6]=1[CH:7]=[N:8][NH:9]2)=[O:22]. The catalyst class is: 2. (3) Reactant: [S:1]1[C:5]([C:6]2[CH2:10][CH2:9][C@:8]([C:15]3[CH:20]=[CH:19][CH:18]=[C:17]([F:21])[C:16]=3[CH3:22])([C:11]([O:13]C)=[O:12])[CH:7]=2)=[CH:4][C:3]2[CH:23]=[CH:24][CH:25]=[CH:26][C:2]1=2.[OH-].[Na+]. Product: [S:1]1[C:5]([C:6]2[CH2:10][CH2:9][C@:8]([C:15]3[CH:20]=[CH:19][CH:18]=[C:17]([F:21])[C:16]=3[CH3:22])([C:11]([OH:13])=[O:12])[CH:7]=2)=[CH:4][C:3]2[CH:23]=[CH:24][CH:25]=[CH:26][C:2]1=2. The catalyst class is: 5. (4) Reactant: [C:1](/[C:3](=[C:5]1/[C:6]2[CH:35]=[CH:34][C:33]([F:36])=[CH:32][C:7]=2[O:8][CH2:9][C:10]2[CH:15]=[C:14]([CH2:16][C:17]3[N:21]4[CH:22]=[CH:23][C:24]([C:26](O)=[O:27])=[CH:25][C:20]4=[N:19][C:18]=3[CH:29]3[CH2:31][CH2:30]3)[CH:13]=[CH:12][C:11]/1=2)/[CH3:4])#[N:2].C(N1C=CN=C1)([N:39]1C=CN=C1)=O.N.Cl. Product: [C:1](/[C:3](=[C:5]1/[C:6]2[CH:35]=[CH:34][C:33]([F:36])=[CH:32][C:7]=2[O:8][CH2:9][C:10]2[CH:15]=[C:14]([CH2:16][C:17]3[N:21]4[CH:22]=[CH:23][C:24]([C:26]([NH2:39])=[O:27])=[CH:25][C:20]4=[N:19][C:18]=3[CH:29]3[CH2:31][CH2:30]3)[CH:13]=[CH:12][C:11]/1=2)/[CH3:4])#[N:2]. The catalyst class is: 1. (5) Reactant: [CH2:1]([S-])[CH3:2].[Na+].Cl[C:6]1[CH:10]=[CH:9][S:8][C:7]=1[C:11]1[N:24]([CH3:25])[C:14]2=[N:15][CH:16]=[C:17]([S:19][C:20]([F:23])([F:22])[F:21])[CH:18]=[C:13]2[N:12]=1.CN1C(=O)CCC1. Product: [CH2:1]([C:6]1[CH:10]=[CH:9][S:8][C:7]=1[C:11]1[N:24]([CH3:25])[C:14]2=[N:15][CH:16]=[C:17]([S:19][C:20]([F:23])([F:22])[F:21])[CH:18]=[C:13]2[N:12]=1)[CH3:2]. The catalyst class is: 6. (6) Reactant: [CH3:1][C:2]1[C:6]([C:7]2[CH:16]=[C:15]3[C:10]([C:11]([OH:27])=[C:12]([C:19]([NH:21][CH2:22][C:23]([O:25]C)=[O:24])=[O:20])[C:13](=[O:18])[N:14]3[CH3:17])=[CH:9][CH:8]=2)=[C:5]([CH3:28])[O:4][N:3]=1.[OH-].[Na+].Cl. Product: [CH3:1][C:2]1[C:6]([C:7]2[CH:16]=[C:15]3[C:10]([C:11]([OH:27])=[C:12]([C:19]([NH:21][CH2:22][C:23]([OH:25])=[O:24])=[O:20])[C:13](=[O:18])[N:14]3[CH3:17])=[CH:9][CH:8]=2)=[C:5]([CH3:28])[O:4][N:3]=1. The catalyst class is: 92. (7) Reactant: [F:1][C:2]1[CH:3]=[C:4]([N:17]2[CH2:21][C@H:20]([CH2:22][N:23]3[CH:27]=[CH:26][N:25]=[N:24]3)[O:19][C:18]2=[O:28])[CH:5]=[CH:6][C:7]=1[C:8]1[CH:9]=[N:10][C:11]([CH2:14]SC)=[CH:12][CH:13]=1.Cl[C:30]1C=CC=C(C(OO)=O)C=1.[S:40](=[O:43])(O)[O-:41].[Na+]. Product: [F:1][C:2]1[CH:3]=[C:4]([N:17]2[CH2:21][C@H:20]([CH2:22][N:23]3[CH:27]=[CH:26][N:25]=[N:24]3)[O:19][C:18]2=[O:28])[CH:5]=[CH:6][C:7]=1[C:8]1[CH:9]=[N:10][C:11]([CH2:14][S:40]([CH3:30])(=[O:43])=[O:41])=[CH:12][CH:13]=1. The catalyst class is: 4.